From a dataset of hERG Central: cardiac toxicity at 1µM, 10µM, and general inhibition. Predict hERG channel inhibition at various concentrations. (1) The compound is Cc1noc2ncnc(Sc3ccc(Br)cc3)c12. Results: hERG_inhib (hERG inhibition (general)): blocker. (2) The molecule is O=C(c1cc(-c2ccncc2)nc2ccc(Br)cc12)N1CCN(Cc2ccc3c(c2)OCO3)CC1. Results: hERG_inhib (hERG inhibition (general)): blocker.